This data is from Catalyst prediction with 721,799 reactions and 888 catalyst types from USPTO. The task is: Predict which catalyst facilitates the given reaction. (1) Reactant: O.[F-].C([N+](C)(C)C)C1C=CC=CC=1.[CH2:14]([C:18]1([N:43]([CH3:45])[CH3:44])[CH2:23][CH2:22][CH:21]([CH2:24][O:25][CH2:26][C:27]2[C:35]3[C:30](=[N:31][CH:32]=[CH:33][CH:34]=3)[NH:29][C:28]=2[Si](CC)(CC)CC)[CH2:20][CH2:19]1)[CH2:15][CH2:16][CH3:17]. Product: [NH:29]1[C:30]2=[N:31][CH:32]=[CH:33][CH:34]=[C:35]2[C:27]([CH2:26][O:25][CH2:24][CH:21]2[CH2:20][CH2:19][C:18]([CH2:14][CH2:15][CH2:16][CH3:17])([N:43]([CH3:45])[CH3:44])[CH2:23][CH2:22]2)=[CH:28]1. The catalyst class is: 7. (2) Reactant: C([N:8]1[CH:17]([CH3:18])[CH2:16][C:15]2[C:10](=[CH:11][CH:12]=[CH:13][CH:14]=2)[CH:9]1[C:19]1[CH:24]=[CH:23][C:22]([C:25]([F:28])([F:27])[F:26])=[CH:21][CH:20]=1)C1C=CC=CC=1.[ClH:29]. Product: [ClH:29].[CH3:18][CH:17]1[CH2:16][C:15]2[C:10](=[CH:11][CH:12]=[CH:13][CH:14]=2)[CH:9]([C:19]2[CH:20]=[CH:21][C:22]([C:25]([F:27])([F:26])[F:28])=[CH:23][CH:24]=2)[NH:8]1. The catalyst class is: 19. (3) Reactant: [H-].COCCO[Al+]OCCOC.[Na+].[H-].[CH2:15]([C:17]([C:28]1[CH:33]=[CH:32][C:31]([C:34]#[C:35][C:36]2([OH:43])[CH2:42][CH2:41][CH2:40][CH2:39][CH2:38][CH2:37]2)=[C:30]([CH3:44])[CH:29]=1)([C:20]1[CH:25]=[CH:24][C:23]([OH:26])=[C:22]([CH3:27])[CH:21]=1)[CH2:18][CH3:19])[CH3:16].C(OCC)(=O)C. Product: [CH2:15]([C:17]([C:28]1[CH:33]=[CH:32][C:31](/[CH:34]=[CH:35]/[C:36]2([OH:43])[CH2:37][CH2:38][CH2:39][CH2:40][CH2:41][CH2:42]2)=[C:30]([CH3:44])[CH:29]=1)([C:20]1[CH:25]=[CH:24][C:23]([OH:26])=[C:22]([CH3:27])[CH:21]=1)[CH2:18][CH3:19])[CH3:16]. The catalyst class is: 334. (4) Reactant: [C:1]([C:3]1([CH2:16][OH:17])[CH2:8][CH2:7][N:6]([C:9]([O:11][C:12]([CH3:15])([CH3:14])[CH3:13])=[O:10])[CH2:5][CH2:4]1)#[N:2].[S:18](Cl)([C:21]1[CH:27]=[CH:26][C:24]([CH3:25])=[CH:23][CH:22]=1)(=[O:20])=[O:19]. Product: [C:1]([C:3]1([CH2:16][O:17][S:18]([C:21]2[CH:27]=[CH:26][C:24]([CH3:25])=[CH:23][CH:22]=2)(=[O:20])=[O:19])[CH2:8][CH2:7][N:6]([C:9]([O:11][C:12]([CH3:13])([CH3:14])[CH3:15])=[O:10])[CH2:5][CH2:4]1)#[N:2]. The catalyst class is: 79. (5) Reactant: C([N:3]([CH2:6][CH3:7])[CH2:4][CH3:5])C.[CH:8]1([C:18]([OH:20])=O)[C:17]2[C:12](=[CH:13][CH:14]=[CH:15][CH:16]=2)[CH2:11][CH2:10][O:9]1.F[P-](F)(F)(F)(F)F.[N:28]1(O[P+](N(C)C)(N(C)C)N(C)C)[C:32]2[CH:33]=[CH:34][CH:35]=[CH:36][C:31]=2[N:30]=N1. Product: [CH:8]1([C:18]([N:3]2[CH2:4][CH2:5][C:14]3([NH:30][C:31]4[C:32](=[CH:33][CH:34]=[CH:35][CH:36]=4)[N:28]4[CH:10]=[CH:11][CH:12]=[C:13]34)[CH2:7][CH2:6]2)=[O:20])[C:17]2[C:12](=[CH:13][CH:14]=[CH:15][CH:16]=2)[CH2:11][CH2:10][O:9]1. The catalyst class is: 4. (6) Reactant: [CH2:1]([O:3][C:4](=[O:41])[C:5]([CH3:40])([O:33][C:34]1[CH:39]=[CH:38][CH:37]=[CH:36][CH:35]=1)[CH2:6][C:7]1[CH:12]=[CH:11][C:10]([O:13][CH2:14][CH2:15][CH:16]2[CH2:20][N:19]([CH2:21][C:22]3[CH:31]=[CH:30][C:29]4[C:24](=[CH:25][CH:26]=[CH:27][CH:28]=4)[CH:23]=3)[C:18](=[O:32])[NH:17]2)=[CH:9][CH:8]=1)[CH3:2].[H-].[Na+].I[CH3:45]. Product: [CH2:1]([O:3][C:4](=[O:41])[C:5]([CH3:40])([O:33][C:34]1[CH:35]=[CH:36][CH:37]=[CH:38][CH:39]=1)[CH2:6][C:7]1[CH:8]=[CH:9][C:10]([O:13][CH2:14][CH2:15][CH:16]2[CH2:20][N:19]([CH2:21][C:22]3[CH:31]=[CH:30][C:29]4[C:24](=[CH:25][CH:26]=[CH:27][CH:28]=4)[CH:23]=3)[C:18](=[O:32])[N:17]2[CH3:45])=[CH:11][CH:12]=1)[CH3:2]. The catalyst class is: 3. (7) Reactant: C[O:2][C:3](=[O:19])[CH2:4][C:5]1[C:9]2[C:10]([C:15]([F:18])([F:17])[F:16])=[CH:11][C:12]([OH:14])=[CH:13][C:8]=2[S:7][CH:6]=1.[CH3:20][N:21]1[C:25]([CH2:26]O)=[CH:24][C:23]([C:28]([F:31])([F:30])[F:29])=[N:22]1.C1CCN(C(N=NC(N2CCCCC2)=O)=O)CC1.C(P(CCCC)CCCC)CCC. Product: [CH3:20][N:21]1[C:25]([CH2:26][O:14][C:12]2[CH:11]=[C:10]([C:15]([F:18])([F:17])[F:16])[C:9]3[C:5]([CH2:4][C:3]([OH:2])=[O:19])=[CH:6][S:7][C:8]=3[CH:13]=2)=[CH:24][C:23]([C:28]([F:29])([F:31])[F:30])=[N:22]1. The catalyst class is: 1. (8) Reactant: [C:1]([CH2:3][C:4]([O:6][C:7]([CH3:10])([CH3:9])[CH3:8])=[O:5])#[N:2].[H-].[Na+].Cl[C:14]1[N:15]=[N:16][CH:17]=[C:18]([CH3:20])[CH:19]=1. Product: [C:1]([CH:3]([C:14]1[N:15]=[N:16][CH:17]=[C:18]([CH3:20])[CH:19]=1)[C:4]([O:6][C:7]([CH3:10])([CH3:9])[CH3:8])=[O:5])#[N:2]. The catalyst class is: 1. (9) Reactant: CS([C:5]1[N:10]=[C:9]([N:11]2[C:19]3[C:14](=[CH:15][CH:16]=[CH:17][CH:18]=3)[CH:13]=[N:12]2)[CH:8]=[CH:7][N:6]=1)(=O)=O.C1(C)C=CC(S(O)(=O)=O)=CC=1.[NH2:31][C:32]1[CH:33]=[C:34]([S:38]([NH2:41])(=[O:40])=[O:39])[CH:35]=[CH:36][CH:37]=1. Product: [N:11]1([C:9]2[CH:8]=[CH:7][N:6]=[C:5]([NH:31][C:32]3[CH:33]=[C:34]([S:38]([NH2:41])(=[O:39])=[O:40])[CH:35]=[CH:36][CH:37]=3)[N:10]=2)[C:19]2[C:14](=[CH:15][CH:16]=[CH:17][CH:18]=2)[CH:13]=[N:12]1. The catalyst class is: 41. (10) Reactant: C([O:3][C:4](=[O:40])[C:5]([O:8][C:9]1[CH:14]=[CH:13][C:12]([O:15][CH2:16][CH2:17][C:18]2[N:19]=[C:20]([C:24]3[CH:29]=[CH:28][C:27]([C:30]4[CH:35]=[CH:34][C:33]([C:36]([F:39])([F:38])[F:37])=[CH:32][CH:31]=4)=[CH:26][CH:25]=3)[O:21][C:22]=2[CH3:23])=[CH:11][CH:10]=1)([CH3:7])[CH3:6])C.[OH-].[Li+].C(O)C.Cl. Product: [F:39][C:36]([F:37])([F:38])[C:33]1[CH:34]=[CH:35][C:30]([C:27]2[CH:26]=[CH:25][C:24]([C:20]3[O:21][C:22]([CH3:23])=[C:18]([CH2:17][CH2:16][O:15][C:12]4[CH:11]=[CH:10][C:9]([O:8][C:5]([CH3:6])([CH3:7])[C:4]([OH:40])=[O:3])=[CH:14][CH:13]=4)[N:19]=3)=[CH:29][CH:28]=2)=[CH:31][CH:32]=1. The catalyst class is: 6.